From a dataset of Reaction yield outcomes from USPTO patents with 853,638 reactions. Predict the reaction yield, written as a fraction of the theoretical maximum amount of product (1.0 means a 100% yield; for example, 0.34 means a 34% yield). (1) The reactants are C([O:3][C:4]([C@@:6]1([NH:11][C:12]([O:14][C:15]([CH3:18])([CH3:17])[CH3:16])=[O:13])[CH2:8][C@H:7]1[CH:9]=[CH2:10])=[O:5])C.[Li+].[OH-]. The catalyst is C1COCC1.CO.O. The product is [C:15]([O:14][C:12]([NH:11][C@:6]1([C:4]([OH:5])=[O:3])[CH2:8][C@H:7]1[CH:9]=[CH2:10])=[O:13])([CH3:18])([CH3:16])[CH3:17]. The yield is 0.870. (2) The reactants are [F:1][C:2]1[CH:3]=[C:4]([C:8]2[S:9][C:10]([NH:13][C:14](=[O:20])[O:15][C:16]([CH3:19])([CH3:18])[CH3:17])=[CH:11][N:12]=2)[CH:5]=[N:6][CH:7]=1.[I:21]N1C(=O)CCC1=O. The catalyst is C(#N)C.C(OCC)(=O)C.O. The product is [F:1][C:2]1[CH:3]=[C:4]([C:8]2[S:9][C:10]([NH:13][C:14](=[O:20])[O:15][C:16]([CH3:17])([CH3:19])[CH3:18])=[C:11]([I:21])[N:12]=2)[CH:5]=[N:6][CH:7]=1. The yield is 0.840. (3) The reactants are [C:1]([C:4]1[C:9](=[O:10])[C:8]([O:11][CH3:12])=[CH:7][N:6]([C:13]2[CH:18]=[CH:17][CH:16]=[C:15]([C:19]3[CH:20]=[N:21][N:22]([CH3:24])[CH:23]=3)[C:14]=2[F:25])[N:5]=1)(=O)[CH3:2].[CH3:26]C(O)=O.[C:30]1([NH:36][NH2:37])[CH:35]=[CH:34][CH:33]=[CH:32][CH:31]=1. The catalyst is COC(OC)N(C)C.Cl. The product is [F:25][C:14]1[C:15]([C:19]2[CH:20]=[N:21][N:22]([CH3:24])[CH:23]=2)=[CH:16][CH:17]=[CH:18][C:13]=1[N:6]1[CH:7]=[C:8]([O:11][CH3:12])[C:9](=[O:10])[C:4]([C:1]2[N:36]([C:30]3[CH:35]=[CH:34][CH:33]=[CH:32][CH:31]=3)[N:37]=[CH:26][CH:2]=2)=[N:5]1. The yield is 0.620.